This data is from Catalyst prediction with 721,799 reactions and 888 catalyst types from USPTO. The task is: Predict which catalyst facilitates the given reaction. Reactant: Cl[C:2]1[S:3][C:4]([C:7]#[N:8])=[CH:5][N:6]=1.[C:9]([NH:16][C:17]1[CH:22]=[CH:21][C:20]([OH:23])=[CH:19][CH:18]=1)([O:11][C:12]([CH3:15])([CH3:14])[CH3:13])=[O:10].C([O-])([O-])=O.[K+].[K+].O. Product: [C:7]([C:4]1[S:3][C:2]([O:23][C:20]2[CH:19]=[CH:18][C:17]([NH:16][C:9](=[O:10])[O:11][C:12]([CH3:14])([CH3:13])[CH3:15])=[CH:22][CH:21]=2)=[N:6][CH:5]=1)#[N:8]. The catalyst class is: 9.